From a dataset of Forward reaction prediction with 1.9M reactions from USPTO patents (1976-2016). Predict the product of the given reaction. (1) Given the reactants [C:1]1(=[O:8])[O:7][C:5](=[O:6])[CH2:4][CH2:3][CH2:2]1.[C:9]([C:11]1[CH:12]=[C:13]([CH:15]=[CH:16][CH:17]=1)[NH2:14])#[CH:10], predict the reaction product. The product is: [C:9]([C:11]1[CH:12]=[C:13]([NH:14][C:5]([CH2:4][CH2:3][CH2:2][C:1]([OH:7])=[O:8])=[O:6])[CH:15]=[CH:16][CH:17]=1)#[CH:10]. (2) Given the reactants [Cl:1][C:2]1[CH:3]=[C:4]([C:24]([F:27])([F:26])[F:25])[C:5]2[N:6]([N:9]=[C:10]([CH2:12][CH2:13][C:14]3[NH:18][N:17]=[C:16]([N:19]4[CH2:23][CH2:22][CH2:21][CH2:20]4)[N:15]=3)[N:11]=2)[C:7]=1[CH3:8].[CH:28]1(B(O)O)[CH2:30][CH2:29]1.N1C=CC=CC=1.C(N(CC)CC)C, predict the reaction product. The product is: [Cl:1][C:2]1[CH:3]=[C:4]([C:24]([F:25])([F:27])[F:26])[C:5]2[N:6]([N:9]=[C:10]([CH2:12][CH2:13][C:14]3[N:15]=[C:16]([N:19]4[CH2:20][CH2:21][CH2:22][CH2:23]4)[N:17]([CH:28]4[CH2:30][CH2:29]4)[N:18]=3)[N:11]=2)[C:7]=1[CH3:8]. (3) The product is: [C:9]([C:13]1[CH:18]=[CH:17][C:16](/[C:19](/[C:38]2[NH:43][C:42](=[O:44])[C:41]([O:45][CH3:46])=[CH:40][CH:39]=2)=[CH:20]\[C@H:21]2[CH2:25][CH2:24][C:23](=[O:26])[NH:22]2)=[CH:15][CH:14]=1)([CH3:12])([CH3:10])[CH3:11]. Given the reactants C1(OC)C=CC=CC=1.[C:9]([C:13]1[CH:18]=[CH:17][C:16](/[C:19](/[C:38]2[NH:43][C:42](=[O:44])[C:41]([O:45][CH3:46])=[CH:40][CH:39]=2)=[CH:20]\[C@H:21]2[CH2:25][CH2:24][C:23](=[O:26])[N:22]2CC2C=CC(OC)=CC=2OC)=[CH:15][CH:14]=1)([CH3:12])([CH3:11])[CH3:10], predict the reaction product. (4) Given the reactants [CH:1]1([CH2:4][O:5][C:6]2[CH:14]=[CH:13][C:9]3[O:10][CH2:11][O:12][C:8]=3[C:7]=2[C:15]2[C:16]3[NH:23][CH:22]=[C:21]([C:24](O)=[O:25])[C:17]=3[N:18]=[CH:19][N:20]=2)[CH2:3][CH2:2]1.CCN(C(C)C)C(C)C.[NH2:36][C@H:37]([CH2:67][C:68]1[CH:73]=[CH:72][C:71]([C:74]2[CH:79]=[CH:78][CH:77]=[CH:76][CH:75]=2)=[CH:70][CH:69]=1)[C:38]([N:40]1[CH2:45][CH2:44][CH:43]([N:46]2[N:55]=[C:54]([C:56]3[CH:61]=[CH:60][C:59]([O:62][CH3:63])=[C:58]([O:64][CH3:65])[CH:57]=3)[C@@H:53]3[C@@H:48]([CH2:49][CH2:50][CH2:51][CH2:52]3)[C:47]2=[O:66])[CH2:42][CH2:41]1)=[O:39].CN(C(ON1N=NC2C=CC=CC1=2)=[N+](C)C)C.F[P-](F)(F)(F)(F)F.C(=O)(O)[O-].[Na+], predict the reaction product. The product is: [C:71]1([C:74]2[CH:79]=[CH:78][CH:77]=[CH:76][CH:75]=2)[CH:72]=[CH:73][C:68]([CH2:67][C@@H:37]([NH:36][C:24]([C:21]2[C:17]3[N:18]=[CH:19][N:20]=[C:15]([C:7]4[C:8]5[O:12][CH2:11][O:10][C:9]=5[CH:13]=[CH:14][C:6]=4[O:5][CH2:4][CH:1]4[CH2:2][CH2:3]4)[C:16]=3[NH:23][CH:22]=2)=[O:25])[C:38]([N:40]2[CH2:41][CH2:42][CH:43]([N:46]3[N:55]=[C:54]([C:56]4[CH:61]=[CH:60][C:59]([O:62][CH3:63])=[C:58]([O:64][CH3:65])[CH:57]=4)[C@@H:53]4[C@@H:48]([CH2:49][CH2:50][CH2:51][CH2:52]4)[C:47]3=[O:66])[CH2:44][CH2:45]2)=[O:39])=[CH:69][CH:70]=1.